From a dataset of HIV replication inhibition screening data with 41,000+ compounds from the AIDS Antiviral Screen. Binary Classification. Given a drug SMILES string, predict its activity (active/inactive) in a high-throughput screening assay against a specified biological target. The molecule is O=C(CC1(O)C(=O)Nc2c(Cl)cc(Cl)cc21)c1ccc2ccccc2c1. The result is 0 (inactive).